Dataset: Forward reaction prediction with 1.9M reactions from USPTO patents (1976-2016). Task: Predict the product of the given reaction. Given the reactants Cl.Cl.[CH3:3][O:4][C:5]1[CH:10]=[CH:9][C:8]([NH:11][C:12]2[C:13]([NH2:18])=[CH:14][CH:15]=[CH:16][CH:17]=2)=[CH:7][CH:6]=1.[CH3:19][C:20]1[O:21][CH:22]=[CH:23][C:24]=1[C:25](O)=[O:26].CCN(CC)CC.[N-]=C=O, predict the reaction product. The product is: [CH3:3][O:4][C:5]1[CH:6]=[CH:7][C:8]([NH:11][C:12]2[CH:17]=[CH:16][CH:15]=[CH:14][C:13]=2[NH:18][C:25]([C:24]2[CH:23]=[CH:22][O:21][C:20]=2[CH3:19])=[O:26])=[CH:9][CH:10]=1.